This data is from Forward reaction prediction with 1.9M reactions from USPTO patents (1976-2016). The task is: Predict the product of the given reaction. (1) Given the reactants [Cl:1][C:2]1[CH:7]=[CH:6][C:5]([Cl:8])=[CH:4][C:3]=1[S:9][CH:10]([C:20]1[CH:25]=[CH:24][CH:23]=[CH:22][CH:21]=1)[CH2:11][NH:12]C(=O)OC(C)(C)C, predict the reaction product. The product is: [ClH:1].[Cl:1][C:2]1[CH:7]=[CH:6][C:5]([Cl:8])=[CH:4][C:3]=1[S:9][CH:10]([C:20]1[CH:21]=[CH:22][CH:23]=[CH:24][CH:25]=1)[CH2:11][NH2:12]. (2) Given the reactants Br[C:2]1[CH:3]=[C:4]2[C:9](=[CH:10][C:11]=1[O:12][CH3:13])[CH:8]([C:14]1([C:18]3[CH:23]=[CH:22][C:21]([Cl:24])=[CH:20][CH:19]=3)[CH2:17][CH2:16][CH2:15]1)[NH:7][CH2:6][CH2:5]2.[C:25]([N:32]1[CH2:37][CH2:36][NH:35][CH2:34][CH2:33]1)([O:27][C:28]([CH3:31])([CH3:30])[CH3:29])=[O:26].C1(P(C2CCCCC2)C2C=CC=CC=2C2C(N(C)C)=CC=CC=2)CCCCC1, predict the reaction product. The product is: [Cl:24][C:21]1[CH:20]=[CH:19][C:18]([C:14]2([CH:8]3[C:9]4[C:4](=[CH:3][C:2]([N:35]5[CH2:34][CH2:33][N:32]([C:25]([O:27][C:28]([CH3:31])([CH3:30])[CH3:29])=[O:26])[CH2:37][CH2:36]5)=[C:11]([O:12][CH3:13])[CH:10]=4)[CH2:5][CH2:6][NH:7]3)[CH2:15][CH2:16][CH2:17]2)=[CH:23][CH:22]=1. (3) Given the reactants C(N(CC)CC)C.Cl.[F:9][C:10]1[CH:11]=[C:12]([C:18]2[N:19]=[CH:20][N:21]([C:23]([N:25]([CH3:32])[CH:26]3[CH2:31][CH2:30][NH:29][CH2:28][CH2:27]3)=[O:24])[CH:22]=2)[CH:13]=[CH:14][C:15]=1[O:16][CH3:17].Cl[CH2:34][CH2:35][C:36]#[N:37], predict the reaction product. The product is: [C:36]([CH2:35][CH2:34][N:29]1[CH2:30][CH2:31][CH:26]([N:25]([CH3:32])[C:23]([N:21]2[CH:22]=[C:18]([C:12]3[CH:13]=[CH:14][C:15]([O:16][CH3:17])=[C:10]([F:9])[CH:11]=3)[N:19]=[CH:20]2)=[O:24])[CH2:27][CH2:28]1)#[N:37]. (4) Given the reactants [CH2:1]([N:3]1[C:12]2[C:7](=[CH:8][CH:9]=[C:10]([O:13][CH3:14])[CH:11]=2)[C:6]([CH2:15][S:16](O)(=[O:18])=[O:17])=[CH:5][C:4]1([CH3:21])[CH3:20])C.CN1C2C(=CC=C(OC)C=2)C(CS(O)(=O)=O)CC1(C)C.P(Cl)(Cl)(Cl)(Cl)[Cl:43], predict the reaction product. The product is: [CH3:1][N:3]1[C:12]2[C:7](=[CH:8][CH:9]=[C:10]([O:13][CH3:14])[CH:11]=2)[CH:6]([CH2:15][S:16]([Cl:43])(=[O:18])=[O:17])[CH2:5][C:4]1([CH3:21])[CH3:20]. (5) Given the reactants [CH3:1][C:2]1[CH:3]=[CH:4][CH:5]=[C:6]2[C:11]=1[NH:10][CH2:9][CH2:8][CH2:7]2.[Cl:12][CH2:13][C:14](Cl)=[O:15].CCN(CC)CC, predict the reaction product. The product is: [Cl:12][CH2:13][C:14]([N:10]1[C:11]2[C:6](=[CH:5][CH:4]=[CH:3][C:2]=2[CH3:1])[CH2:7][CH2:8][CH2:9]1)=[O:15]. (6) Given the reactants [C:1]1(=[C:8]([C:24]2[CH:29]=[CH:28][C:27]([OH:30])=[CH:26][CH:25]=2)[C:9]2[CH:14]=[CH:13][C:12](/[CH:15]=[CH:16]/[C:17]([O:19]C(C)(C)C)=[O:18])=[CH:11][CH:10]=2)[CH2:7][CH2:6][CH2:5][CH2:4][CH2:3][CH2:2]1.FC(F)(F)C(O)=O, predict the reaction product. The product is: [C:1]1(=[C:8]([C:24]2[CH:29]=[CH:28][C:27]([OH:30])=[CH:26][CH:25]=2)[C:9]2[CH:14]=[CH:13][C:12](/[CH:15]=[CH:16]/[C:17]([OH:19])=[O:18])=[CH:11][CH:10]=2)[CH2:7][CH2:6][CH2:5][CH2:4][CH2:3][CH2:2]1. (7) Given the reactants [Cl:1][C:2]1[C:7]([CH2:8][NH:9][C:10]2[CH:19]=[C:18]3[C:13]([CH2:14][CH2:15][CH:16]([C:20]4[C:25]([F:26])=[CH:24][CH:23]=[CH:22][N:21]=4)[O:17]3)=[CH:12][C:11]=2[Cl:27])=[C:6]([NH:28][C:29](=[O:34])C(C)(C)C)[CH:5]=[CH:4][N:3]=1.[OH-].[Na+], predict the reaction product. The product is: [Cl:1][C:2]1[C:7]2[CH2:8][N:9]([C:10]3[CH:19]=[C:18]4[C:13]([CH2:14][CH2:15][CH:16]([C:20]5[C:25]([F:26])=[CH:24][CH:23]=[CH:22][N:21]=5)[O:17]4)=[CH:12][C:11]=3[Cl:27])[C:29](=[O:34])[NH:28][C:6]=2[CH:5]=[CH:4][N:3]=1. (8) Given the reactants C([O:4][C:5]1[C:6]([N:15]2[CH2:20][CH2:19][O:18][CH2:17][CH2:16]2)=[N:7][CH:8]=[C:9]2[C:14]=1[N:13]=[CH:12][CH:11]=[CH:10]2)(C)C.B(Cl)(Cl)[Cl:22].CO, predict the reaction product. The product is: [ClH:22].[N:15]1([C:6]2[C:5]([OH:4])=[C:14]3[C:9]([CH:10]=[CH:11][CH:12]=[N:13]3)=[CH:8][N:7]=2)[CH2:16][CH2:17][O:18][CH2:19][CH2:20]1.